This data is from Forward reaction prediction with 1.9M reactions from USPTO patents (1976-2016). The task is: Predict the product of the given reaction. Given the reactants [N:1]1[CH:6]=[CH:5][CH:4]=[C:3]([NH:7][S:8]([C:11]2[CH:20]=[CH:19][CH:18]=[CH:17][C:12]=2[C:13]([O:15]C)=O)(=[O:10])=[O:9])[CH:2]=1.[CH3:21][CH:22]([CH3:26])[CH2:23][CH2:24][NH2:25], predict the reaction product. The product is: [CH3:21][CH:22]([CH3:26])[CH2:23][CH2:24][NH:25][C:13](=[O:15])[C:12]1[CH:17]=[CH:18][CH:19]=[CH:20][C:11]=1[S:8]([NH:7][C:3]1[CH:2]=[N:1][CH:6]=[CH:5][CH:4]=1)(=[O:9])=[O:10].